From a dataset of Full USPTO retrosynthesis dataset with 1.9M reactions from patents (1976-2016). Predict the reactants needed to synthesize the given product. (1) Given the product [NH:15]1[CH2:20][CH2:19][CH:18]([CH2:21][C:22]#[N:23])[CH2:17][CH2:16]1, predict the reactants needed to synthesize it. The reactants are: FC(F)(F)C(O)=O.C(OC([N:15]1[CH2:20][CH2:19][CH:18]([CH2:21][C:22]#[N:23])[CH2:17][CH2:16]1)=O)(C)(C)C. (2) Given the product [Cl:1][C:2]1[C:6]([N:7]([CH2:16][CH3:17])[C:8]([CH:10]2[CH2:15][CH2:14][N:13]([C:27](=[O:28])[CH2:26][C:25]([F:31])([F:30])[F:24])[CH2:12][CH2:11]2)=[O:9])=[CH:5][N:4]([C:18]2[CH:19]=[N:20][CH:21]=[CH:22][CH:23]=2)[N:3]=1, predict the reactants needed to synthesize it. The reactants are: [Cl:1][C:2]1[C:6]([N:7]([CH2:16][CH3:17])[C:8]([CH:10]2[CH2:15][CH2:14][NH:13][CH2:12][CH2:11]2)=[O:9])=[CH:5][N:4]([C:18]2[CH:19]=[N:20][CH:21]=[CH:22][CH:23]=2)[N:3]=1.[F:24][C:25]([F:31])([F:30])[CH2:26][C:27](O)=[O:28].CCN=C=NCCCN(C)C. (3) Given the product [Si:19]([O:1][CH:2]([C:4]1[O:8][N:7]=[C:6]([C:9]([O:11][CH2:12][CH3:13])=[O:10])[CH:5]=1)[CH3:3])([C:22]([CH3:25])([CH3:24])[CH3:23])([CH3:21])[CH3:20], predict the reactants needed to synthesize it. The reactants are: [OH:1][CH:2]([C:4]1[O:8][N:7]=[C:6]([C:9]([O:11][CH2:12][CH3:13])=[O:10])[CH:5]=1)[CH3:3].N1C=CN=C1.[Si:19](Cl)([C:22]([CH3:25])([CH3:24])[CH3:23])([CH3:21])[CH3:20].O. (4) Given the product [N:21]1([CH2:20][CH2:19][O:18][C:15]2[CH:16]=[CH:17][C:12]([NH2:11])=[CH:13][CH:14]=2)[CH2:26][CH2:25][O:24][CH2:23][CH2:22]1, predict the reactants needed to synthesize it. The reactants are: BrC1N2C=CN=C2C([NH:11][C:12]2[CH:17]=[CH:16][C:15]([O:18][CH2:19][CH2:20][N:21]3[CH2:26][CH2:25][O:24][CH2:23][CH2:22]3)=[CH:14][CH:13]=2)=NC=1.CC1(C)C(C)(C)OB(C2C=NNC=2)O1.C([O-])([O-])=O.[Na+].[Na+].